Predict the reaction yield, written as a fraction of the theoretical maximum amount of product (1.0 means a 100% yield; for example, 0.34 means a 34% yield). From a dataset of Reaction yield outcomes from USPTO patents with 853,638 reactions. (1) The reactants are [NH:1]([C:8](=O)[CH2:9][N:10]1[C:18]2[CH:17]=[CH:16][CH:15]=[CH:14][C:13]=2[C:12]2[CH2:19][CH2:20][N:21](C(OC(C)(C)C)=O)[CH2:22][CH2:23][C:11]1=2)[C:2]1[CH:7]=[CH:6][CH:5]=[CH:4][CH:3]=1.[H-].[H-].[H-].[H-].[Li+].[Al+3]. The catalyst is C1COCC1. The product is [CH2:19]1[C:12]2[C:13]3[CH:14]=[CH:15][CH:16]=[CH:17][C:18]=3[N:10]([CH2:9][CH2:8][NH:1][C:2]3[CH:7]=[CH:6][CH:5]=[CH:4][CH:3]=3)[C:11]=2[CH2:23][CH2:22][NH:21][CH2:20]1. The yield is 0.220. (2) The reactants are I[C:2]1[C-:3]([N:7]([CH3:9])[CH3:8])[CH:4]=[CH:5][CH:6]=1.[CH-:10]1[CH:14]=[CH:13][CH:12]=[CH:11]1.[Fe+2:15].[C:16]1(B(O)O)[CH:21]=[CH:20][CH:19]=[CH:18][CH:17]=1.[OH-].[Na+]. The catalyst is C1C=CC([P]([Pd]([P](C2C=CC=CC=2)(C2C=CC=CC=2)C2C=CC=CC=2)([P](C2C=CC=CC=2)(C2C=CC=CC=2)C2C=CC=CC=2)[P](C2C=CC=CC=2)(C2C=CC=CC=2)C2C=CC=CC=2)(C2C=CC=CC=2)C2C=CC=CC=2)=CC=1.C(COC)OC. The product is [C:16]1([C:2]2[C-:3]([N:7]([CH3:9])[CH3:8])[CH:4]=[CH:5][CH:6]=2)[CH:21]=[CH:20][CH:19]=[CH:18][CH:17]=1.[CH-:10]1[CH:14]=[CH:13][CH:12]=[CH:11]1.[Fe+2:15]. The yield is 0.800. (3) The reactants are C(OP([CH2:9][C:10]([O:12][CH2:13][CH3:14])=[O:11])(OCC)=O)C.[H-].[Na+].[Cl:17][C:18]1[CH:19]=[CH:20][C:21]2[N:22]([C:24]([CH:34]=O)=[C:25]([C:27]3[CH:32]=[CH:31][C:30]([Cl:33])=[CH:29][CH:28]=3)[N:26]=2)[CH:23]=1.O. The catalyst is COCCOC. The product is [Cl:17][C:18]1[CH:19]=[CH:20][C:21]2[N:22]([C:24](/[CH:34]=[CH:9]/[C:10]([O:12][CH2:13][CH3:14])=[O:11])=[C:25]([C:27]3[CH:32]=[CH:31][C:30]([Cl:33])=[CH:29][CH:28]=3)[N:26]=2)[CH:23]=1. The yield is 0.470.